From a dataset of Forward reaction prediction with 1.9M reactions from USPTO patents (1976-2016). Predict the product of the given reaction. (1) Given the reactants [NH:1]1CCCCC1.[CH3:7][O:8][CH2:9][CH2:10][CH2:11][C:12]([OH:14])=[O:13].C([O-])([O-])=O.[Na+].[Na+].Cl[C:22]([O:24][CH3:25])=[O:23].Cl, predict the reaction product. The product is: [CH3:7][O:8][CH2:9][CH2:10][C@H:11]([NH:1][C:22]([O:24][CH3:25])=[O:23])[C:12]([OH:14])=[O:13]. (2) Given the reactants CS(O[CH2:6][CH2:7][CH:8]([C:21]1[CH:22]=[CH:23][C:24]2[S:28][CH:27]=[CH:26][C:25]=2[CH:29]=1)[C:9]1[C:17]2[C:12](=[C:13]([CH2:18][S:19][CH3:20])[CH:14]=[CH:15][CH:16]=2)[NH:11][CH:10]=1)(=O)=O.ClC1C=CC(C(C2C3C(=C(CSC)C(F)=CC=3)NC=2)CC[C:40]#[N:41])=CC=1, predict the reaction product. The product is: [S:28]1[C:24]2[CH:23]=[CH:22][C:21]([CH:8]([C:9]3[C:17]4[C:12](=[C:13]([CH2:18][S:19][CH3:20])[CH:14]=[CH:15][CH:16]=4)[NH:11][CH:10]=3)[CH2:7][CH2:6][C:40]#[N:41])=[CH:29][C:25]=2[CH:26]=[CH:27]1. (3) Given the reactants C([O:4][C:5]1[CH:19]=[CH:18][C:8]([CH2:9][O:10][CH2:11][CH2:12][N:13]2[CH:17]=[CH:16][N:15]=[N:14]2)=[CH:7][CH:6]=1)C=C.CN1C(=O)CC(=O)N(C)C1=O, predict the reaction product. The product is: [N:13]1([CH2:12][CH2:11][O:10][CH2:9][C:8]2[CH:7]=[CH:6][C:5]([OH:4])=[CH:19][CH:18]=2)[CH:17]=[CH:16][N:15]=[N:14]1. (4) Given the reactants ClC1C=C2C(=CC=1)[N:7](S(C1C=CC=CC=1)(=O)=O)C(C(OCC)=O)=C2S(Cl)(=O)=O.[I:29][C:30]1[CH:31]=[C:32]2[C:36](=[CH:37][CH:38]=1)[N:35](S(C1C=CC=CC=1)(=O)=O)[C:34]([C:48]([O:50]CC)=O)=[C:33]2[S:53](Cl)(=[O:55])=[O:54].Cl.CN.[O:60]1[CH2:65][CH2:64][CH2:63][CH2:62][CH:61]1[CH2:66][NH:67][CH3:68], predict the reaction product. The product is: [I:29][C:30]1[CH:31]=[C:32]2[C:36](=[CH:37][CH:38]=1)[NH:35][C:34]([C:48]([NH2:7])=[O:50])=[C:33]2[S:53]([N:67]([CH3:68])[CH2:66][CH:61]1[CH2:62][CH2:63][CH2:64][CH2:65][O:60]1)(=[O:54])=[O:55]. (5) The product is: [CH:23]1([C:20]2[CH:21]=[CH:22][C:17]([O:16][CH:13]3[CH2:14][CH2:15][N:10]([C:8]([C:5]4[CH:4]=[CH:3][C:2]([N:28]5[C@H:27]([CH3:26])[CH2:31][O:30][C:29]5=[O:32])=[N:7][CH:6]=4)=[O:9])[CH2:11][CH2:12]3)=[CH:18][CH:19]=2)[CH2:25][CH2:24]1. Given the reactants Br[C:2]1[N:7]=[CH:6][C:5]([C:8]([N:10]2[CH2:15][CH2:14][CH:13]([O:16][C:17]3[CH:22]=[CH:21][C:20]([CH:23]4[CH2:25][CH2:24]4)=[CH:19][CH:18]=3)[CH2:12][CH2:11]2)=[O:9])=[CH:4][CH:3]=1.[CH3:26][C@@H:27]1[CH2:31][O:30][C:29](=[O:32])[NH:28]1, predict the reaction product. (6) Given the reactants [CH3:1][C:2]1[CH:10]=[C:9]([C:11]([F:14])([F:13])[F:12])[CH:8]=[CH:7][C:3]=1[C:4]([OH:6])=O.C([O:17][C:18](=[O:38])[CH2:19][CH2:20][C:21]1[CH:26]=[CH:25][C:24]([O:27][C:28]2[CH:33]=[CH:32][CH:31]=[CH:30][C:29]=2[CH2:34][CH2:35][NH2:36])=[CH:23][C:22]=1[CH3:37])C, predict the reaction product. The product is: [CH3:37][C:22]1[CH:23]=[C:24]([O:27][C:28]2[CH:33]=[CH:32][CH:31]=[CH:30][C:29]=2[CH2:34][CH2:35][NH:36][C:4](=[O:6])[C:3]2[CH:7]=[CH:8][C:9]([C:11]([F:14])([F:13])[F:12])=[CH:10][C:2]=2[CH3:1])[CH:25]=[CH:26][C:21]=1[CH2:20][CH2:19][C:18]([OH:38])=[O:17]. (7) Given the reactants Br[C:2]1[C:6]([C:7]2[CH:12]=[CH:11][CH:10]=[CH:9][N:8]=2)=[N:5][N:4]2[CH2:13][CH2:14][CH2:15][C:3]=12.[B:16](OC(C)C)([O:21]C(C)C)[O:17]C(C)C.C([Li])CCC, predict the reaction product. The product is: [N:8]1[CH:9]=[CH:10][CH:11]=[CH:12][C:7]=1[C:6]1[C:2]([B:16]([OH:21])[OH:17])=[C:3]2[CH2:15][CH2:14][CH2:13][N:4]2[N:5]=1.